From a dataset of Forward reaction prediction with 1.9M reactions from USPTO patents (1976-2016). Predict the product of the given reaction. Given the reactants [CH2:1]([N:3]1[C:12]2[C:7](=[C:8]([OH:23])[C:9]([O:13][CH2:14][C:15]3[CH:20]=[CH:19][C:18]([O:21][CH3:22])=[CH:17][CH:16]=3)=[CH:10][CH:11]=2)[C:6](=[O:24])[C:5]([C:25]([O:27]CC)=[O:26])=[CH:4]1)[CH3:2].[OH-].[K+], predict the reaction product. The product is: [CH2:1]([N:3]1[C:12]2[C:7](=[C:8]([OH:23])[C:9]([O:13][CH2:14][C:15]3[CH:20]=[CH:19][C:18]([O:21][CH3:22])=[CH:17][CH:16]=3)=[CH:10][CH:11]=2)[C:6](=[O:24])[C:5]([C:25]([OH:27])=[O:26])=[CH:4]1)[CH3:2].